Dataset: Full USPTO retrosynthesis dataset with 1.9M reactions from patents (1976-2016). Task: Predict the reactants needed to synthesize the given product. (1) Given the product [CH3:1][C:2]1[N:7]=[CH:6][C:5]([O:8][C:9]([CH3:16])([CH3:15])[C:10]([OH:12])=[O:11])=[CH:4][CH:3]=1, predict the reactants needed to synthesize it. The reactants are: [CH3:1][C:2]1[N:7]=[CH:6][C:5]([O:8][C:9]([CH3:16])([CH3:15])[C:10]([O:12]CC)=[O:11])=[CH:4][CH:3]=1.[OH-].[K+].C(O)=O. (2) Given the product [C:23]([C:22]1[CH:25]=[C:18]([C:3]#[C:2][CH:1]=[C:4]2[CH2:9][CH2:8][N:7]([C:10]([O:12][C:13]([CH3:16])([CH3:15])[CH3:14])=[O:11])[CH2:6][CH2:5]2)[CH:19]=[N:20][CH:21]=1)#[N:24], predict the reactants needed to synthesize it. The reactants are: [CH:1](=[C:4]1[CH2:9][CH2:8][N:7]([C:10]([O:12][C:13]([CH3:16])([CH3:15])[CH3:14])=[O:11])[CH2:6][CH2:5]1)[C:2]#[CH:3].Br[C:18]1[CH:19]=[N:20][CH:21]=[C:22]([CH:25]=1)[C:23]#[N:24]. (3) Given the product [CH3:43][NH:42][C:40](=[O:41])[C:39]1[CH:44]=[CH:45][CH:46]=[C:37]([NH:36][C:2]2[N:7]=[C:6]([N:8]3[CH2:13][CH2:12][CH:11]([O:14][CH2:15][C:16]4[CH:21]=[CH:20][C:19]([O:22][C:23]([F:26])([F:25])[F:24])=[CH:18][CH:17]=4)[CH2:10][CH2:9]3)[N:5]=[CH:4][N:3]=2)[C:38]=1[CH3:47], predict the reactants needed to synthesize it. The reactants are: Cl[C:2]1[N:7]=[C:6]([N:8]2[CH2:13][CH2:12][CH:11]([O:14][CH2:15][C:16]3[CH:21]=[CH:20][C:19]([O:22][C:23]([F:26])([F:25])[F:24])=[CH:18][CH:17]=3)[CH2:10][CH2:9]2)[N:5]=[CH:4][N:3]=1.CCN(C(C)C)C(C)C.[NH2:36][C:37]1[C:38]([CH3:47])=[C:39]([CH:44]=[CH:45][CH:46]=1)[C:40]([NH:42][CH3:43])=[O:41]. (4) Given the product [CH3:4][C@@H:5]1[C@@H:19]2[C:14](=[C:15]([OH:34])[C@:16]3([OH:33])[C:24](=[O:25])[C:23]([C:26]([NH2:28])=[O:27])=[C:22]([OH:29])[C@@H:21]([N:30]([CH3:31])[CH3:32])[C@@H:17]3[C@H:18]2[OH:20])[C:12](=[O:13])[C:11]2[C:10]([OH:35])=[CH:9][CH:8]=[CH:7][C:6]1=2, predict the reactants needed to synthesize it. The reactants are: CCO.[CH3:4][C@@H:5]1[C@@H:19]2[C:14](=[C:15]([OH:34])[C@:16]3([OH:33])[C:24](=[O:25])[C:23]([C:26]([NH2:28])=[O:27])=[C:22]([OH:29])[C@@H:21]([N:30]([CH3:32])[CH3:31])[C@@H:17]3[C@H:18]2[OH:20])[C:12](=[O:13])[C:11]2[C:10]([OH:35])=[CH:9][CH:8]=[CH:7][C:6]1=2.O.Cl.